Dataset: Reaction yield outcomes from USPTO patents with 853,638 reactions. Task: Predict the reaction yield, written as a fraction of the theoretical maximum amount of product (1.0 means a 100% yield; for example, 0.34 means a 34% yield). (1) The reactants are [CH2:1]([N:8]([C:10]([NH:12][C:13]1[CH:14]=[N:15][N:16]([CH2:18][C:19]2[C:20]([CH3:25])=[N:21][O:22][C:23]=2[CH3:24])[CH:17]=1)=[O:11])[NH2:9])[C:2]1[CH:7]=[CH:6][CH:5]=[CH:4][CH:3]=1.Cl[C:27](OCC)=[O:28].C(N(CC)CC)C.[OH-].[Na+]. The catalyst is C(#N)C. The product is [CH2:1]([N:8]1[C:10](=[O:11])[N:12]([C:13]2[CH:14]=[N:15][N:16]([CH2:18][C:19]3[C:20]([CH3:25])=[N:21][O:22][C:23]=3[CH3:24])[CH:17]=2)[C:27](=[O:28])[NH:9]1)[C:2]1[CH:7]=[CH:6][CH:5]=[CH:4][CH:3]=1. The yield is 0.600. (2) The reactants are [S:1]1[CH:5]=[CH:4][CH:3]=[C:2]1[CH2:6][NH2:7].[CH:8]([O:11][C:12]1[CH:17]=[CH:16][C:15]([N:18]=[C:19]=[S:20])=[CH:14][CH:13]=1)([CH3:10])[CH3:9]. No catalyst specified. The product is [CH:8]([O:11][C:12]1[CH:17]=[CH:16][C:15]([NH:18][C:19]([NH:7][CH2:6][C:2]2[S:1][CH:5]=[CH:4][CH:3]=2)=[S:20])=[CH:14][CH:13]=1)([CH3:10])[CH3:9]. The yield is 0.650. (3) The reactants are Cl.[NH2:2][CH:3]1[CH2:8][CH2:7][N:6]([CH2:9][CH2:10][C:11]2[C:12]([F:23])=[CH:13][CH:14]=[C:15]3[C:20]=2[N:19]([CH3:21])[C:18](=[O:22])[CH:17]=[CH:16]3)[CH2:5][CH2:4]1.[O:24]=[C:25]1[CH2:30][O:29][C:28]2[CH:31]=[CH:32][C:33]([CH:35]=O)=[N:34][C:27]=2[NH:26]1.[C:37]([O-:40])(=[O:39])[CH3:38].[Na+]. The catalyst is C(O)(=O)C.ClCCl.CO. The product is [C:18]([OH:22])(=[O:24])/[CH:17]=[CH:38]/[C:37]([OH:40])=[O:39].[F:23][C:12]1[C:11]([CH2:10][CH2:9][N:6]2[CH2:7][CH2:8][CH:3]([NH:2][CH2:35][C:33]3[CH:32]=[CH:31][C:28]4[O:29][CH2:30][C:25](=[O:24])[NH:26][C:27]=4[N:34]=3)[CH2:4][CH2:5]2)=[C:20]2[C:15]([CH:16]=[CH:17][C:18](=[O:22])[N:19]2[CH3:21])=[CH:14][CH:13]=1. The yield is 0.620. (4) The product is [Cl:1][C:2]1[CH:3]=[C:4]2[CH:10]=[CH:9][N:8]([C:11]3[N:15]([CH3:16])[N:14]=[C:13]([CH3:17])[C:12]=3/[CH:18]=[CH:19]/[C:20]([NH:56][S:53]([NH:52][CH2:51][CH:48]3[CH2:50][CH2:49]3)(=[O:55])=[O:54])=[O:21])[C:5]2=[N:6][CH:7]=1. The catalyst is CN(C)C1C=CN=CC=1.C(#N)C. The yield is 0.530. The reactants are [Cl:1][C:2]1[CH:3]=[C:4]2[CH:10]=[CH:9][N:8]([C:11]3[N:15]([CH3:16])[N:14]=[C:13]([CH3:17])[C:12]=3/[CH:18]=[CH:19]/[C:20](O)=[O:21])[C:5]2=[N:6][CH:7]=1.CC1C=CC=C([N+]([O-])=O)C=1C(OC(=O)C1C([N+]([O-])=O)=CC=CC=1C)=O.[CH:48]1([CH2:51][NH:52][S:53]([NH2:56])(=[O:55])=[O:54])[CH2:50][CH2:49]1.C(N(CC)CC)C. (5) The reactants are ClC(Cl)C(O)=O.N[C:8]1[N:9]([C:28]2[C:37]3[C:32](=[CH:33][CH:34]=[C:35]([O:38][CH3:39])[CH:36]=3)[C:31]([CH3:40])=[CH:30][CH:29]=2)[C:10]([S:13][CH2:14][C:15]([NH:17][C:18]2[CH:26]=[CH:25][C:21]([C:22]([OH:24])=[O:23])=[CH:20][C:19]=2[Cl:27])=[O:16])=[N:11][N:12]=1.N([O-])=O.[Na+].[Br:45]CBr. The catalyst is [Br-].C([N+](CC)(CC)CC)C1C=CC=CC=1. The product is [Br:45][C:8]1[N:9]([C:28]2[C:37]3[C:32](=[CH:33][CH:34]=[C:35]([O:38][CH3:39])[CH:36]=3)[C:31]([CH3:40])=[CH:30][CH:29]=2)[C:10]([S:13][CH2:14][C:15]([NH:17][C:18]2[CH:26]=[CH:25][C:21]([C:22]([OH:24])=[O:23])=[CH:20][C:19]=2[Cl:27])=[O:16])=[N:11][N:12]=1. The yield is 0.240. (6) The reactants are [NH2:1][C:2]1[CH:7]=[CH:6][C:5]([N:8]2[CH:17]=[CH:16][C:15]3[C:10](=[CH:11][C:12]([F:22])=[C:13]([NH:18][CH:19]4[CH2:21][CH2:20]4)[CH:14]=3)[C:9]2=[O:23])=[CH:4][CH:3]=1.C([O:26][C:27](=O)[NH:28][S:29]([C:32]1[S:33][C:34]([Cl:37])=[CH:35][CH:36]=1)(=[O:31])=[O:30])C. The catalyst is C1(C)C=CC=CC=1. The yield is 0.460. The product is [Cl:37][C:34]1[S:33][C:32]([S:29]([NH:28][C:27]([NH:1][C:2]2[CH:7]=[CH:6][C:5]([N:8]3[CH:17]=[CH:16][C:15]4[C:10](=[CH:11][C:12]([F:22])=[C:13]([NH:18][CH:19]5[CH2:21][CH2:20]5)[CH:14]=4)[C:9]3=[O:23])=[CH:4][CH:3]=2)=[O:26])(=[O:31])=[O:30])=[CH:36][CH:35]=1.